Dataset: Catalyst prediction with 721,799 reactions and 888 catalyst types from USPTO. Task: Predict which catalyst facilitates the given reaction. (1) Reactant: [Cl:1][C:2]1[C:14]2[C:13](=[O:15])[C:12]3[CH:11]=[N:10][CH:9]=[CH:8][C:7]=3[C:6]=2[C:5]2[CH:16]=[CH:17][C:18]([OH:20])=[CH:19][C:4]=2[N:3]=1.[CH2:21](Cl)[C:22]1[CH:27]=[CH:26][CH:25]=[CH:24][CH:23]=1.C(=O)([O-])[O-].[K+].[K+]. Product: [CH2:21]([O:20][C:18]1[CH:17]=[CH:16][C:5]2[C:6]3[C:7]4[CH:8]=[CH:9][N:10]=[CH:11][C:12]=4[C:13](=[O:15])[C:14]=3[C:2]([Cl:1])=[N:3][C:4]=2[CH:19]=1)[C:22]1[CH:27]=[CH:26][CH:25]=[CH:24][CH:23]=1. The catalyst class is: 174. (2) Reactant: Cl[C:2]1[N:10]=[C:9]2[C:5]([N:6]=[C:7]([CH2:12][N:13]3[CH2:16][CH:15]([CH:17]4[CH2:22][CH2:21][O:20][CH2:19][CH2:18]4)[CH2:14]3)[N:8]2[CH3:11])=[C:4]([N:23]2[CH2:28][CH2:27][O:26][CH2:25][CH2:24]2)[N:3]=1.[C:29]1([NH2:36])[C:30]([NH2:35])=[CH:31][CH:32]=[CH:33][CH:34]=1.CC(C1C=C(C(C)C)C(C2C=CC=CC=2P(C2CCCCC2)C2CCCCC2)=C(C(C)C)C=1)C.C([O-])([O-])=O.[Cs+].[Cs+]. Product: [CH3:11][N:8]1[C:7]([CH2:12][N:13]2[CH2:16][CH:15]([CH:17]3[CH2:22][CH2:21][O:20][CH2:19][CH2:18]3)[CH2:14]2)=[N:6][C:5]2[C:9]1=[N:10][C:2]([NH:35][C:30]1[C:29]([NH2:36])=[CH:34][CH:33]=[CH:32][CH:31]=1)=[N:3][C:4]=2[N:23]1[CH2:28][CH2:27][O:26][CH2:25][CH2:24]1. The catalyst class is: 533. (3) Reactant: C([O:5]C([N:8]1[CH2:17][CH2:16][C:15]2[C:14]([O:18][C:19]3[CH:20]=[C:21]4[C:25](=[CH:26][CH:27]=3)[N:24]([C:28](=[O:40])[NH:29][C:30]3[CH:35]=[CH:34][CH:33]=[C:32]([C:36]([F:39])([F:38])[F:37])[CH:31]=3)[CH:23]=[CH:22]4)=[N:13][CH:12]=[N:11][C:10]=2[CH:9]1[CH3:41])=O)(C)(C)C.C(O)(C(F)(F)F)=O. Product: [NH4+:8].[OH-:5].[F:39][C:36]([F:37])([F:38])[C:32]1[CH:31]=[C:30]([NH:29][C:28]([N:24]2[C:25]3[C:21](=[CH:20][C:19]([O:18][C:14]4[C:15]5[CH2:16][CH2:17][NH:8][CH:9]([CH3:41])[C:10]=5[N:11]=[CH:12][N:13]=4)=[CH:27][CH:26]=3)[CH:22]=[CH:23]2)=[O:40])[CH:35]=[CH:34][CH:33]=1. The catalyst class is: 2. (4) Reactant: Cl[CH2:2][C:3]1[N:4]=[C:5]([C:8]2[CH:13]=[CH:12][CH:11]=[C:10]([C:14]([F:17])([F:16])[F:15])[CH:9]=2)[S:6][CH:7]=1.[I-:18].[Na+].O. Product: [I:18][CH2:2][C:3]1[N:4]=[C:5]([C:8]2[CH:13]=[CH:12][CH:11]=[C:10]([C:14]([F:17])([F:16])[F:15])[CH:9]=2)[S:6][CH:7]=1. The catalyst class is: 21. (5) Reactant: [NH2:1][C:2](=[O:37])[C@@H:3]([NH:20][C:21]([C:23]1([NH:29][C:30](=[O:36])[O:31][C:32]([CH3:35])([CH3:34])[CH3:33])[CH2:28][CH2:27][O:26][CH2:25][CH2:24]1)=[O:22])[CH2:4][C:5]1[CH:10]=[CH:9][C:8](B2OC(C)(C)C(C)(C)O2)=[CH:7][CH:6]=1.Br[C:39]1[CH:40]=[CH:41][C:42]([CH3:47])=[C:43]([CH:46]=1)[C:44]#[N:45].C(=O)([O-])[O-].[Na+].[Na+]. Product: [NH2:1][C:2](=[O:37])[C@@H:3]([NH:20][C:21]([C:23]1([NH:29][C:30](=[O:36])[O:31][C:32]([CH3:33])([CH3:34])[CH3:35])[CH2:24][CH2:25][O:26][CH2:27][CH2:28]1)=[O:22])[CH2:4][C:5]1[CH:6]=[CH:7][C:8]([C:39]2[CH:40]=[CH:41][C:42]([CH3:47])=[C:43]([C:44]#[N:45])[CH:46]=2)=[CH:9][CH:10]=1. The catalyst class is: 10. (6) Reactant: [Cl:1][C:2]1[C:7]2[CH:8]=[N:9][NH:10][C:6]=2[CH:5]=[C:4]([Cl:11])[N:3]=1.C(=O)([O-])[O-].[K+].[K+].I[CH:19]([CH3:21])[CH3:20]. Product: [Cl:1][C:2]1[C:7]2[CH:8]=[N:9][N:10]([CH:19]([CH3:21])[CH3:20])[C:6]=2[CH:5]=[C:4]([Cl:11])[N:3]=1. The catalyst class is: 10.